Dataset: Reaction yield outcomes from USPTO patents with 853,638 reactions. Task: Predict the reaction yield, written as a fraction of the theoretical maximum amount of product (1.0 means a 100% yield; for example, 0.34 means a 34% yield). (1) The reactants are [C:1]([C:3]1[CH:17]=[C:16]([F:18])[CH:15]=[CH:14][C:4]=1[CH2:5][NH:6]C(=O)OC(C)(C)C)#[N:2].[F:19][C:20]([F:25])([F:24])[C:21]([OH:23])=[O:22]. The catalyst is C(Cl)(Cl)Cl. The product is [F:19][C:20]([F:25])([F:24])[C:21]([OH:23])=[O:22].[NH2:6][CH2:5][C:4]1[CH:14]=[CH:15][C:16]([F:18])=[CH:17][C:3]=1[C:1]#[N:2]. The yield is 1.00. (2) The reactants are C([O:3][C:4](=[O:34])[CH2:5][N:6]1[CH2:11][C:10]2[CH:12]=[C:13](/[CH:16]=[CH:17]/[C:18](=[O:32])[N:19]([CH3:31])[CH2:20][C:21]3[S:25][C:24]4[CH:26]=[CH:27][CH:28]=[CH:29][C:23]=4[C:22]=3[CH3:30])[CH:14]=[N:15][C:9]=2[NH:8][C:7]1=[O:33])C.C(OC(=O)CN1CC2C=C(/C=C/C(=O)N(C)CC3N(C)C4C(C=3)=CC=CC=4)C=NC=2NC1=O)C. No catalyst specified. The product is [CH3:31][N:19]([CH2:20][C:21]1[S:25][C:24]2[CH:26]=[CH:27][CH:28]=[CH:29][C:23]=2[C:22]=1[CH3:30])[C:18](/[CH:17]=[CH:16]/[C:13]1[CH:14]=[N:15][C:9]2[NH:8][C:7](=[O:33])[N:6]([CH2:5][C:4]([OH:34])=[O:3])[CH2:11][C:10]=2[CH:12]=1)=[O:32]. The yield is 0.890. (3) The reactants are Cl.Cl.[NH:3]1[CH2:6][CH:5]([C:7]2[C:8]([O:28][CH3:29])=[C:9]([CH:15]([N:17]3[C:21]4=[N:22][CH:23]=[N:24][C:25]([NH2:26])=[C:20]4[C:19]([CH3:27])=[N:18]3)[CH3:16])[CH:10]=[C:11]([Cl:14])[C:12]=2[F:13])[CH2:4]1.C(N(CC)CC)C.[Si]([O:44][CH2:45][CH:46]=O)(C(C)(C)C)(C)C.C(O[BH-](OC(=O)C)OC(=O)C)(=O)C.[Na+].Cl.O. The catalyst is CO.O1CCCC1.C(#N)C. The product is [NH2:26][C:25]1[N:24]=[CH:23][N:22]=[C:21]2[N:17]([CH:15]([C:9]3[C:8]([O:28][CH3:29])=[C:7]([CH:5]4[CH2:4][N:3]([CH2:46][CH2:45][OH:44])[CH2:6]4)[C:12]([F:13])=[C:11]([Cl:14])[CH:10]=3)[CH3:16])[N:18]=[C:19]([CH3:27])[C:20]=12. The yield is 0.130. (4) The catalyst is C(#N)C. The product is [Br:22][C:23]1[CH:28]=[CH:27][C:26]([CH:29]=[C:30]([CH3:33])[CH2:31][Br:20])=[CH:25][CH:24]=1. The reactants are C1(P(C2C=CC=CC=2)C2C=CC=CC=2)C=CC=CC=1.[Br:20]Br.[Br:22][C:23]1[CH:28]=[CH:27][C:26]([CH:29]=[C:30]([CH3:33])[CH2:31]O)=[CH:25][CH:24]=1. The yield is 0.980. (5) The reactants are [O:1]1CCO[CH:2]1[CH2:6][CH2:7][N:8]1[C:17]2[C:12](=[CH:13][CH:14]=[C:15]([O:18][CH3:19])[CH:16]=2)[C:11]([CH3:20])=[CH:10][C:9]1=[O:21].C(=O)([O-])[O-].[Na+].[Na+].C(=O)([O-])O. The catalyst is Cl. The product is [CH3:19][O:18][C:15]1[CH:16]=[C:17]2[C:12]([C:11]([CH3:20])=[CH:10][C:9](=[O:21])[N:8]2[CH2:7][CH2:6][CH:2]=[O:1])=[CH:13][CH:14]=1. The yield is 0.740. (6) The reactants are COC[O:4][C:5]1[CH:10]=[C:9]([O:11]COC)[C:8]([C:15]2[CH:20]=[CH:19][CH:18]=[CH:17][CH:16]=2)=[CH:7][C:6]=1[C:21]1[N:22]([C:27]2[C:36]3[C:31](=[CH:32][CH:33]=[CH:34][CH:35]=3)[CH:30]=[CH:29][CH:28]=2)[C:23]([SH:26])=[N:24][N:25]=1.Cl. The catalyst is CO. The product is [SH:26][C:23]1[N:22]([C:27]2[C:36]3[C:31](=[CH:32][CH:33]=[CH:34][CH:35]=3)[CH:30]=[CH:29][CH:28]=2)[C:21]([C:6]2[CH:7]=[C:8]([C:15]3[CH:16]=[CH:17][CH:18]=[CH:19][CH:20]=3)[C:9]([OH:11])=[CH:10][C:5]=2[OH:4])=[N:25][N:24]=1. The yield is 0.770. (7) The reactants are [H-].[Na+].[F:3][C:4]([F:10])([F:9])[C:5](OC)=[O:6].[CH3:11][C:12]#[N:13]. The catalyst is C1COCC1. The product is [F:3][C:4]([F:10])([F:9])[C:5](=[O:6])[CH2:11][C:12]#[N:13]. The yield is 0.830. (8) The reactants are CC([S@]([NH:7][CH:8]([C:10]1[CH:11]=[N:12][C:13]([O:16][CH2:17][C:18]([F:21])([F:20])[F:19])=[CH:14][CH:15]=1)[CH3:9])=O)(C)C.[ClH:22]. The catalyst is CO. The product is [ClH:22].[F:21][C:18]([F:19])([F:20])[CH2:17][O:16][C:13]1[N:12]=[CH:11][C:10]([CH:8]([NH2:7])[CH3:9])=[CH:15][CH:14]=1. The yield is 0.900.